This data is from Peptide-MHC class I binding affinity with 185,985 pairs from IEDB/IMGT. The task is: Regression. Given a peptide amino acid sequence and an MHC pseudo amino acid sequence, predict their binding affinity value. This is MHC class I binding data. (1) The peptide sequence is VAGGLLTVCY. The MHC is HLA-A30:02 with pseudo-sequence HLA-A30:02. The binding affinity (normalized) is 0.567. (2) The peptide sequence is LVKMINHLK. The MHC is HLA-A30:01 with pseudo-sequence HLA-A30:01. The binding affinity (normalized) is 0.654. (3) The MHC is HLA-B44:02 with pseudo-sequence HLA-B44:02. The peptide sequence is TEYDDHINLY. The binding affinity (normalized) is 0.699. (4) The peptide sequence is QVFKGVVIR. The MHC is HLA-A30:01 with pseudo-sequence HLA-A30:01. The binding affinity (normalized) is 0.0847. (5) The peptide sequence is SAIPPSRSM. The MHC is Mamu-A2201 with pseudo-sequence Mamu-A2201. The binding affinity (normalized) is 0.437. (6) The peptide sequence is HHSDDALFI. The MHC is HLA-B46:01 with pseudo-sequence HLA-B46:01. The binding affinity (normalized) is 0.0847.